The task is: Predict which catalyst facilitates the given reaction.. This data is from Catalyst prediction with 721,799 reactions and 888 catalyst types from USPTO. (1) Reactant: [CH3:1][O:2][C:3]1[CH:12]=[C:11]2[C:6]([C:7]([O:13][CH2:14][C:15]3[N:19]4[CH:20]=[C:21]([C:24]#[N:25])[CH:22]=[CH:23][C:18]4=[N:17][N:16]=3)=[CH:8][CH:9]=[N:10]2)=[CH:5][CH:4]=1.C(=O)(O)[O-:27].[Na+]. Product: [CH3:1][O:2][C:3]1[CH:12]=[C:11]2[C:6]([C:7]([O:13][CH2:14][C:15]3[N:19]4[CH:20]=[C:21]([C:24]([NH2:25])=[O:27])[CH:22]=[CH:23][C:18]4=[N:17][N:16]=3)=[CH:8][CH:9]=[N:10]2)=[CH:5][CH:4]=1. The catalyst class is: 65. (2) Reactant: [CH2:1]([O:8][C:9]1[CH:14]=[C:13]([CH3:15])[C:12]([C:16]2[CH:20]=[CH:19][O:18][C:17]=2[CH2:21]O)=[C:11]([CH3:23])[CH:10]=1)[C:2]1[CH:7]=[CH:6][CH:5]=[CH:4][CH:3]=1.CC(C)=[O:26]. Product: [CH2:1]([O:8][C:9]1[CH:10]=[C:11]([CH3:23])[C:12]([CH:16]2[C:20](=[O:26])[CH:19]=[CH:21][CH:17]2[OH:18])=[C:13]([CH3:15])[CH:14]=1)[C:2]1[CH:3]=[CH:4][CH:5]=[CH:6][CH:7]=1. The catalyst class is: 6. (3) Reactant: [ClH:1].CC([N:6]([C:10]1([C:16]([NH:18][C@@H:19]([CH2:33][CH3:34])/[CH:20]=[CH:21]/[C:22]([N:24]2[C:32]3[C:27](=[CH:28][CH:29]=[CH:30][CH:31]=3)[CH2:26][CH2:25]2)=[O:23])=[O:17])[CH2:15][CH2:14][O:13][CH2:12][CH2:11]1)C(=O)[O-])(C)C. Product: [ClH:1].[NH2:6][C:10]1([C:16]([NH:18][C@@H:19]([CH2:33][CH3:34])/[CH:20]=[CH:21]/[C:22]([N:24]2[C:32]3[C:27](=[CH:28][CH:29]=[CH:30][CH:31]=3)[CH2:26][CH2:25]2)=[O:23])=[O:17])[CH2:15][CH2:14][O:13][CH2:12][CH2:11]1. The catalyst class is: 32. (4) Reactant: [OH:1][C:2]1[C:11]([C:12]2[O:13][CH:14]=[CH:15][N:16]=2)=[CH:10][C:9]2[N:8]=[CH:7][CH:6]=[N:5][C:4]=2[C:3]=1[C:17]([OH:19])=O.Cl.[CH2:21]([O:23][C:24](=[O:27])[CH2:25][NH2:26])[CH3:22].C(N(CC)CC)C.C1CN([P+](ON2N=NC3C=CC=CC2=3)(N2CCCC2)N2CCCC2)CC1.F[P-](F)(F)(F)(F)F. Product: [OH:1][C:2]1[C:3]([C:17]([NH:26][CH2:25][C:24]([O:23][CH2:21][CH3:22])=[O:27])=[O:19])=[C:4]2[C:9](=[CH:10][C:11]=1[C:12]1[O:13][CH:14]=[CH:15][N:16]=1)[N:8]=[CH:7][CH:6]=[N:5]2. The catalyst class is: 4. (5) Reactant: [CH3:1][CH:2]([C:4]1[N:8]([CH2:9][CH2:10][C@@H:11]([OH:19])[CH2:12][C@@H:13]([OH:18])[CH2:14][C:15]([O-:17])=[O:16])[C:7]([C:20]2[CH:21]=[CH:22][C:23]([F:26])=[CH:24][CH:25]=2)=[C:6]([C:27]2[CH:28]=[CH:29][CH:30]=[CH:31][CH:32]=2)[C:5]=1[C:33]([NH:35][C:36]1[CH:37]=[CH:38][CH:39]=[CH:40][CH:41]=1)=[O:34])[CH3:3].CC(C1N(CC[C@@H](O)C[C@@H](O)CC([O-])=O)C(C2C=CC(F)=CC=2)=C(C2C=CC=CC=2)C=1C(NC1C=CC=CC=1)=O)C.[Ca+2].C(O)[C@H]([C@H]([C@@H]([C@@H](CO)O)O)O)O.C(=O)([O-])[O-].[Mg+2].C([O-])(=O)CCCCCCCCCCCCCCCCC.[Mg+2].C([O-])(=O)CCCCCCCCCCCCCCCCC.C[C@@](O)(CC(SCCNC(CCNC([C@H](O)C(COP(OP(OC[C@H]1O[C@@H](N2C3N=CN=C(N)C=3N=C2)[C@H](O)[C@@H]1OP(O)(O)=O)(O)=O)(O)=O)(C)C)=O)=O)=O)CC(O)=O. Product: [CH3:3][CH:2]([C:4]1[N:8]([CH2:9][CH2:10][C@@H:11]([OH:19])[CH2:12][C@@H:13]([OH:18])[CH2:14][C:15]([OH:17])=[O:16])[C:7]([C:20]2[CH:25]=[CH:24][C:23]([F:26])=[CH:22][CH:21]=2)=[C:6]([C:27]2[CH:32]=[CH:31][CH:30]=[CH:29][CH:28]=2)[C:5]=1[C:33]([NH:35][C:36]1[CH:41]=[CH:40][CH:39]=[CH:38][CH:37]=1)=[O:34])[CH3:1]. The catalyst class is: 6. (6) Reactant: [Sn](Cl)(Cl)(Cl)[Cl:2].[CH2:6]([O:8][CH2:9][CH2:10][O:11][C:12]1[CH:17]=[CH:16][C:15]([CH2:18][CH2:19][Ge:20]([CH3:23])(C)[CH3:21])=[CH:14][CH:13]=1)[CH3:7]. Product: [CH2:6]([O:8][CH2:9][CH2:10][O:11][C:12]1[CH:17]=[CH:16][C:15]([CH2:18][CH2:19][Ge:20]([Cl:2])([CH3:23])[CH3:21])=[CH:14][CH:13]=1)[CH3:7]. The catalyst class is: 463. (7) Reactant: [C:1]([C@@H:3]([NH:12][C:13]([C:15]1([NH:21][C:22](=[O:28])[O:23][C:24]([CH3:27])([CH3:26])[CH3:25])[CH2:20][CH2:19][O:18][CH2:17][CH2:16]1)=[O:14])[CH2:4][C:5]1[CH:10]=[CH:9][C:8](I)=[CH:7][CH:6]=1)#[N:2].C([O-])(=O)C.[K+].CC1(C)C(C)(C)OB([C:42]2[CH:43]=[C:44]3[C:48](=[CH:49][CH:50]=2)[C:47](=[O:51])[NH:46][CH2:45]3)O1. Product: [C:1]([C@@H:3]([NH:12][C:13]([C:15]1([NH:21][C:22](=[O:28])[O:23][C:24]([CH3:27])([CH3:26])[CH3:25])[CH2:20][CH2:19][O:18][CH2:17][CH2:16]1)=[O:14])[CH2:4][C:5]1[CH:10]=[CH:9][C:8]([C:42]2[CH:43]=[C:44]3[C:48](=[CH:49][CH:50]=2)[C:47](=[O:51])[NH:46][CH2:45]3)=[CH:7][CH:6]=1)#[N:2]. The catalyst class is: 47. (8) Reactant: [C:1]([O:5][C:6]([NH:8][CH:9]([CH2:13][C:14]1[CH:19]=[CH:18][C:17]([O:20][C:21]2[CH:26]=[CH:25][C:24]([CH2:27][CH2:28][C:29]([O:31][CH3:32])=[O:30])=[CH:23][CH:22]=2)=[CH:16][CH:15]=1)[C:10]([OH:12])=O)=[O:7])([CH3:4])([CH3:3])[CH3:2].C(N(CC)CC)C.CN([P+](ON1N=NC2C=CC=CC1=2)(N(C)C)N(C)C)C.F[P-](F)(F)(F)(F)F.[NH:67]1[CH2:72][CH2:71][O:70][CH2:69][CH2:68]1. Product: [CH3:32][O:31][C:29](=[O:30])[CH2:28][CH2:27][C:24]1[CH:25]=[CH:26][C:21]([O:20][C:17]2[CH:18]=[CH:19][C:14]([CH2:13][CH:9]([NH:8][C:6]([O:5][C:1]([CH3:3])([CH3:4])[CH3:2])=[O:7])[C:10]([N:67]3[CH2:72][CH2:71][O:70][CH2:69][CH2:68]3)=[O:12])=[CH:15][CH:16]=2)=[CH:22][CH:23]=1. The catalyst class is: 2.